Dataset: NCI-60 drug combinations with 297,098 pairs across 59 cell lines. Task: Regression. Given two drug SMILES strings and cell line genomic features, predict the synergy score measuring deviation from expected non-interaction effect. (1) Drug 1: CC1=C2C(C(=O)C3(C(CC4C(C3C(C(C2(C)C)(CC1OC(=O)C(C(C5=CC=CC=C5)NC(=O)OC(C)(C)C)O)O)OC(=O)C6=CC=CC=C6)(CO4)OC(=O)C)OC)C)OC. Drug 2: C1=CC(=CC=C1C#N)C(C2=CC=C(C=C2)C#N)N3C=NC=N3. Cell line: HOP-92. Synergy scores: CSS=25.5, Synergy_ZIP=-2.83, Synergy_Bliss=-0.743, Synergy_Loewe=0.0858, Synergy_HSA=1.87. (2) Drug 1: CCCCC(=O)OCC(=O)C1(CC(C2=C(C1)C(=C3C(=C2O)C(=O)C4=C(C3=O)C=CC=C4OC)O)OC5CC(C(C(O5)C)O)NC(=O)C(F)(F)F)O. Cell line: OVCAR-5. Drug 2: C1CN(CCN1C(=O)CCBr)C(=O)CCBr. Synergy scores: CSS=22.4, Synergy_ZIP=-11.8, Synergy_Bliss=-11.9, Synergy_Loewe=-15.2, Synergy_HSA=-9.88.